Dataset: Reaction yield outcomes from USPTO patents with 853,638 reactions. Task: Predict the reaction yield, written as a fraction of the theoretical maximum amount of product (1.0 means a 100% yield; for example, 0.34 means a 34% yield). (1) The reactants are C([Li])CCC.C(NC(C)C)(C)C.[F:13][C:14]1[CH:15]=[N:16][CH:17]=[CH:18][CH:19]=1.[CH2:20]1[O:22][CH2:21]1. The catalyst is C1COCC1.O.C(Cl)Cl. The product is [F:13][C:14]1[CH:15]=[N:16][CH:17]=[CH:18][C:19]=1[CH2:20][CH2:21][OH:22]. The yield is 0.230. (2) The reactants are ClCC1N=[C:5]([C:9]2[S:10][CH:11]=[CH:12][CH:13]=2)OC=1C.[OH:14][C:15]1[CH:36]=[CH:35][C:18]([CH2:19][O:20]/[N:21]=[C:22](/[C:29]2[CH:34]=[CH:33][CH:32]=[CH:31][CH:30]=2)\[CH2:23][CH2:24][C:25]([O:27][CH3:28])=[O:26])=[CH:17][CH:16]=1.C(=O)([O-])[O-].[K+].[K+].[CH3:43][N:44](C)[CH:45]=[O:46].[C:48](OCC)(=O)[CH3:49].[CH3:54]CCCCC. The catalyst is O. The product is [CH3:48][C:49]1[O:46][C:45]([CH2:5][C:9]2[S:10][CH:11]=[CH:12][CH:13]=2)=[N:44][C:43]=1[CH2:54][O:14][C:15]1[CH:16]=[CH:17][C:18]([CH2:19][O:20]/[N:21]=[C:22](/[C:29]2[CH:30]=[CH:31][CH:32]=[CH:33][CH:34]=2)\[CH2:23][CH2:24][C:25]([O:27][CH3:28])=[O:26])=[CH:35][CH:36]=1. The yield is 0.630. (3) The reactants are [CH2:1]=O.[CH3:3][Si:4]([CH2:7][NH:8][CH:9]([CH3:16])[C:10]1[CH:15]=[CH:14][CH:13]=[CH:12][CH:11]=1)([CH3:6])[CH3:5].[C:17](=[O:20])([O-])[O-].[K+].[K+]. The catalyst is CO. The product is [CH3:1][O:20][CH2:17][N:8]([CH:9]([CH3:16])[C:10]1[CH:15]=[CH:14][CH:13]=[CH:12][CH:11]=1)[CH2:7][Si:4]([CH3:3])([CH3:5])[CH3:6]. The yield is 0.560. (4) The reactants are F[C:2]1[CH:9]=[C:8]([C:10]([F:13])([F:12])[F:11])[CH:7]=[CH:6][C:3]=1[CH:4]=[O:5].[CH3:14][O-:15].[Na+]. No catalyst specified. The product is [CH3:14][O:15][C:2]1[CH:9]=[C:8]([C:10]([F:13])([F:12])[F:11])[CH:7]=[CH:6][C:3]=1[CH:4]=[O:5]. The yield is 0.850. (5) The reactants are C([O:5][C:6](=O)[C@@H:7]([O:10][C:11]1[CH:34]=[CH:33][C:14]2[C:15]3[N:19]([CH2:20][CH2:21][O:22][C:13]=2[CH:12]=1)[CH:18]=[C:17]([C:23]1[N:24]([CH2:28][C:29]([F:32])([F:31])[F:30])[N:25]=[CH:26][N:27]=1)[N:16]=3)[CH2:8][CH3:9])(C)(C)C.C(O)(C(F)(F)F)=O.C[N:44](C(ON1N=NC2C=CC=NC1=2)=[N+](C)C)C.F[P-](F)(F)(F)(F)F.[Cl-].[NH4+].C(N(CC)CC)C. The catalyst is C(Cl)Cl. The product is [F:30][C:29]([F:32])([F:31])[CH2:28][N:24]1[C:23]([C:17]2[N:16]=[C:15]3[C:14]4[CH:33]=[CH:34][C:11]([O:10][C@@H:7]([CH2:8][CH3:9])[C:6]([NH2:44])=[O:5])=[CH:12][C:13]=4[O:22][CH2:21][CH2:20][N:19]3[CH:18]=2)=[N:27][CH:26]=[N:25]1. The yield is 0.390. (6) The yield is 0.867. The reactants are [Cl:1][C:2]1[CH:3]=[C:4]([N:10]2[C@@H:22]([CH:23]3[CH2:27][CH2:26][CH2:25][CH2:24]3)[C@@H:21]3[C:12]([C:13]4[CH:14]=[CH:15][C:16]([C:28]([O:30]CC)=[O:29])=[N:17][C:18]=4[CH2:19][CH2:20]3)=[N:11]2)[CH:5]=[CH:6][C:7]=1[C:8]#[N:9].O1CCCC1.CO.[OH-].[Na+]. The catalyst is O. The product is [Cl:1][C:2]1[CH:3]=[C:4]([N:10]2[C@@H:22]([CH:23]3[CH2:27][CH2:26][CH2:25][CH2:24]3)[C@@H:21]3[C:12]([C:13]4[CH:14]=[CH:15][C:16]([C:28]([OH:30])=[O:29])=[N:17][C:18]=4[CH2:19][CH2:20]3)=[N:11]2)[CH:5]=[CH:6][C:7]=1[C:8]#[N:9].